This data is from Full USPTO retrosynthesis dataset with 1.9M reactions from patents (1976-2016). The task is: Predict the reactants needed to synthesize the given product. (1) Given the product [S:1]1[CH:5]=[CH:4][CH:3]=[C:2]1[C:6]([O:8][CH3:10])=[O:7], predict the reactants needed to synthesize it. The reactants are: [S:1]1[CH:5]=[CH:4][CH:3]=[C:2]1[C:6]([OH:8])=[O:7].Cl[CH2:10]CCl. (2) Given the product [NH2:21][C:17]1[CH:16]=[C:15]([CH:20]=[CH:19][CH:18]=1)[O:14][CH2:13][C:12]([NH:11][CH:8]1[CH2:9][CH2:10]1)=[O:24], predict the reactants needed to synthesize it. The reactants are: C([SiH](CC)CC)C.[CH:8]1([NH:11][C:12](=[O:24])[CH2:13][O:14][C:15]2[CH:20]=[CH:19][CH:18]=[C:17]([N+:21]([O-])=O)[CH:16]=2)[CH2:10][CH2:9]1.